This data is from Full USPTO retrosynthesis dataset with 1.9M reactions from patents (1976-2016). The task is: Predict the reactants needed to synthesize the given product. Given the product [NH2:4][C:5]1[CH:14]=[C:13]2[C:8]([CH:9]=[CH:10][C:11]([S:15]([N:18]([CH2:27][CH2:28][CH:29]([CH3:31])[CH3:30])[CH:19]([CH:24]([CH3:25])[CH3:26])[C:20]([NH:22][OH:23])=[O:21])(=[O:17])=[O:16])=[CH:12]2)=[CH:7][CH:6]=1, predict the reactants needed to synthesize it. The reactants are: C([NH:4][C:5]1[CH:14]=[C:13]2[C:8]([CH:9]=[CH:10][C:11]([S:15]([N:18]([CH2:27][CH2:28][CH:29]([CH3:31])[CH3:30])[CH:19]([CH:24]([CH3:26])[CH3:25])[C:20]([NH:22][OH:23])=[O:21])(=[O:17])=[O:16])=[CH:12]2)=[CH:7][CH:6]=1)(=O)C.Cl.